Dataset: Full USPTO retrosynthesis dataset with 1.9M reactions from patents (1976-2016). Task: Predict the reactants needed to synthesize the given product. (1) Given the product [Cl:13][C:5]1[C:4]([N+:1]([O-:3])=[O:2])=[CH:9][N:8]=[CH:7][N:6]=1, predict the reactants needed to synthesize it. The reactants are: [N+:1]([C:4]1[C:5](O)=[N:6][CH:7]=[N:8][CH:9]=1)([O-:3])=[O:2].P(Cl)(Cl)([Cl:13])=O. (2) Given the product [NH2:25][C@H:26]([C:31]([OH:33])=[O:32])[CH2:27][CH2:28][C:40]([OH:42])=[O:41], predict the reactants needed to synthesize it. The reactants are: CN(C(ON1N=NC2C=CC=CC1=2)=[N+](C)C)C.F[P-](F)(F)(F)(F)F.[NH2:25][C@H:26]([C:31]([OH:33])=[O:32])[CH2:27][C:28](O)=O.N[C@H]([C:40]([OH:42])=[O:41])CCCC.C1(O)C=CC=CC=1.C([SiH](C(C)C)C(C)C)(C)C.C(O)(C(F)(F)F)=O.